This data is from Forward reaction prediction with 1.9M reactions from USPTO patents (1976-2016). The task is: Predict the product of the given reaction. (1) The product is: [CH2:21]([O:20][C:18]([NH:17][CH2:16][CH2:15][O:14][CH2:13][CH2:12][O:11][CH2:10][CH2:9][O:8][CH2:7][CH2:6][I:29])=[O:19])[C:22]1[CH:27]=[CH:26][CH:25]=[CH:24][CH:23]=1. Given the reactants S(O[CH2:6][CH2:7][O:8][CH2:9][CH2:10][O:11][CH2:12][CH2:13][O:14][CH2:15][CH2:16][NH:17][C:18]([O:20][CH2:21][C:22]1[CH:27]=[CH:26][CH:25]=[CH:24][CH:23]=1)=[O:19])(=O)(=O)C.[Na+].[I-:29], predict the reaction product. (2) Given the reactants [C:1]([O:5][C:6](=[O:22])[NH:7][C@@H:8]([CH2:14][C:15]1[CH:20]=[CH:19][C:18]([OH:21])=[CH:17][CH:16]=1)[C:9]([N:11]([CH3:13])[CH3:12])=[O:10])([CH3:4])([CH3:3])[CH3:2].C([O-])([O-])=O.[K+].[K+].[CH2:29](Br)[C:30]1[CH:35]=[CH:34][CH:33]=[CH:32][CH:31]=1.C([O-])(O)=O.[Na+], predict the reaction product. The product is: [C:1]([O:5][C:6](=[O:22])[NH:7][C@@H:8]([CH2:14][C:15]1[CH:20]=[CH:19][C:18]([O:21][CH2:29][C:30]2[CH:35]=[CH:34][CH:33]=[CH:32][CH:31]=2)=[CH:17][CH:16]=1)[C:9]([N:11]([CH3:12])[CH3:13])=[O:10])([CH3:4])([CH3:2])[CH3:3]. (3) The product is: [F:1][C:2]1[CH:3]=[C:4]([NH:30][C:31](=[O:33])[CH3:32])[CH:5]=[CH:6][C:7]=1[O:8][C:9]1[CH:14]=[CH:13][N:12]=[C:11]2[N:15]([S:20]([C:23]3[CH:28]=[CH:27][C:26]([CH3:29])=[CH:25][CH:24]=3)(=[O:21])=[O:22])[CH:16]=[C:17]([CH2:18][CH2:19][OH:35])[C:10]=12. Given the reactants [F:1][C:2]1[CH:3]=[C:4]([NH:30][C:31](=[O:33])[CH3:32])[CH:5]=[CH:6][C:7]=1[O:8][C:9]1[CH:14]=[CH:13][N:12]=[C:11]2[N:15]([S:20]([C:23]3[CH:28]=[CH:27][C:26]([CH3:29])=[CH:25][CH:24]=3)(=[O:22])=[O:21])[CH:16]=[C:17]([CH:18]=[CH2:19])[C:10]=12.B.[OH-:35].[Na+].OO, predict the reaction product. (4) Given the reactants [H-].[Na+].[C:3]([O:7][C:8]([N:10]1[CH2:19][CH2:18][C:13]2([O:17][CH2:16][CH2:15][O:14]2)[CH2:12][CH:11]1C=O)=[O:9])([CH3:6])([CH3:5])[CH3:4], predict the reaction product. The product is: [C:3]([O:7][C:8]([N:10]1[CH2:19][CH2:18][C:13]2([O:17][CH2:16][CH2:15][O:14]2)[CH2:12][CH:11]1/[CH:11]=[CH:12]/[C:13]([O:14][CH2:15][CH3:16])=[O:17])=[O:9])([CH3:4])([CH3:5])[CH3:6]. (5) The product is: [NH2:38][C:37]1[S:39]/[C:33](=[CH:14]\[C:11]2[CH:12]=[C:13]3[C:8](=[CH:9][CH:10]=2)[N:7]=[CH:6][C:5]([C:16]#[N:17])=[C:4]3[O:3][CH2:1][CH3:2])/[C:34](=[O:35])[N:36]=1. Given the reactants [CH2:1]([O:3][C:4]1[C:13]2[C:8](=[CH:9][CH:10]=[C:11]([CH:14]=O)[CH:12]=2)[N:7]=[CH:6][C:5]=1[C:16]#[N:17])[CH3:2].COC1C=CC(/C=[C:33]2/[C:34]([NH:36][C:37]([S:39]/2)=[NH:38])=[O:35])=CC=1OC1CCCC1.C([O-])(=O)C.[Na+], predict the reaction product. (6) Given the reactants [F:1][C:2]([F:20])([F:19])[C@H:3]([CH3:18])[CH:4]([C:10]1[CH:15]=[CH:14][C:13]([CH:16]=[CH2:17])=[CH:12][CH:11]=1)C(OCC)=O.[F-].[Na+].C(C1C=C(C)C=C([C:34]([CH3:37])(C)C)C=1O)(C)(C)C.[F:39][C:40]([F:52])(S(F)(=O)=O)C(O[Si](C)(C)C)=O.[C:53](=[O:56])(O)[O-:54].[Na+], predict the reaction product. The product is: [F:39][C:40]1([F:52])[CH2:17][CH:16]1[C:13]1[CH:12]=[CH:11][C:10]([CH:4]([C@@H:3]([CH3:18])[C:2]([F:1])([F:19])[F:20])[C:53]([O:54][CH2:34][CH3:37])=[O:56])=[CH:15][CH:14]=1. (7) Given the reactants Cl[CH2:2][C:3]1[N:4]=[C:5]2[CH:10]=[CH:9][C:8]([F:11])=[CH:7][N:6]2[CH:12]=1.Cl.[NH2:14][C@@H:15]1[CH2:20][CH2:19][C@H:18]([N:21]2[C:26](=[O:27])[C:25]3[CH:28]=[C:29]([F:32])[CH:30]=[N:31][C:24]=3[N:23]([C:33]3[CH:38]=[CH:37][CH:36]=[C:35]([I:39])[CH:34]=3)[C:22]2=[O:40])[CH2:17][CH2:16]1.CCN(C(C)C)C(C)C, predict the reaction product. The product is: [F:32][C:29]1[CH:30]=[N:31][C:24]2[N:23]([C:33]3[CH:38]=[CH:37][CH:36]=[C:35]([I:39])[CH:34]=3)[C:22](=[O:40])[N:21]([C@H:18]3[CH2:17][CH2:16][C@@H:15]([NH:14][CH2:2][C:3]4[N:4]=[C:5]5[CH:10]=[CH:9][C:8]([F:11])=[CH:7][N:6]5[CH:12]=4)[CH2:20][CH2:19]3)[C:26](=[O:27])[C:25]=2[CH:28]=1. (8) Given the reactants C(OC(=O)[NH:7][CH2:8][C:9]1[CH:14]=[C:13]([C:15]#[CH:16])[C:12]([NH:17][S:18]([CH3:21])(=[O:20])=[O:19])=[CH:11][C:10]=1[Cl:22])(C)(C)C, predict the reaction product. The product is: [NH2:7][CH2:8][C:9]1[C:10]([Cl:22])=[CH:11][C:12]([NH:17][S:18]([CH3:21])(=[O:20])=[O:19])=[C:13]([C:15]#[CH:16])[CH:14]=1. (9) The product is: [NH:24]1[CH:25]=[CH:26][C:22]([NH:21][C:13]2[N:14]=[C:15]3[CH:20]=[CH:19][CH:18]=[N:17][N:16]3[C:12]=2[C:7]2[N:8]=[C:9]([CH3:11])[N:10]=[C:5]([NH:4][C:1](=[O:3])[CH3:2])[CH:6]=2)=[N:23]1. Given the reactants [C:1]([NH:4][C:5]1[N:10]=[C:9]([CH3:11])[N:8]=[C:7]([C:12]2[N:16]3[N:17]=[CH:18][CH:19]=[CH:20][C:15]3=[N:14][C:13]=2[NH:21][C:22]2[CH:26]=[CH:25][N:24](C(OC(C)(C)C)=O)[N:23]=2)[CH:6]=1)(=[O:3])[CH3:2].C(O)(C(F)(F)F)=O, predict the reaction product.